Task: Predict which catalyst facilitates the given reaction.. Dataset: Catalyst prediction with 721,799 reactions and 888 catalyst types from USPTO (1) The catalyst class is: 2. Reactant: [CH3:1][O:2][CH:3]1[C@@H:7]2[O:8][C:9]([CH3:12])([CH3:11])[O:10][C@@H:6]2[C@@H:5]([CH2:13][OH:14])[O:4]1.O[N:16]1C(=O)C2C(=CC=CC=2)C1=O.C1(P(C2C=CC=CC=2)C2C=CC=CC=2)C=CC=CC=1.CC(OC(/[N:52]=N/C(OC(C)C)=O)=O)C.O.NN. Product: [CH3:11][C:9]1([CH3:12])[O:10][C@H:6]([CH2:5][CH2:13][O:14][NH2:16])[CH2:7][O:8]1.[CH3:1][O:2][CH:3]1[C@@H:7]2[O:8][C:9]([CH3:12])([CH3:11])[O:10][C@@H:6]2[C@@H:5]([CH2:13][O:14][NH2:52])[O:4]1. (2) The catalyst class is: 3. Product: [CH3:9][O:8][C:6](=[O:7])[C:5]1[CH:10]=[CH:11][C:2]([NH:19][CH2:18][CH2:17][O:16][CH3:15])=[C:3]([N+:12]([O-:14])=[O:13])[CH:4]=1. Reactant: Cl[C:2]1[CH:11]=[CH:10][C:5]([C:6]([O:8][CH3:9])=[O:7])=[CH:4][C:3]=1[N+:12]([O-:14])=[O:13].[CH3:15][O:16][CH2:17][CH2:18][NH2:19].